This data is from Full USPTO retrosynthesis dataset with 1.9M reactions from patents (1976-2016). The task is: Predict the reactants needed to synthesize the given product. (1) Given the product [OH:12][C:8]1[C:7]([OH:13])=[CH:6][C:3]([C:4]#[N:5])=[C:2]([C:19]2[CH:20]=[CH:21][C:16]([O:15][CH3:14])=[CH:17][CH:18]=2)[C:9]=1[C:10]#[N:11], predict the reactants needed to synthesize it. The reactants are: Br[C:2]1[C:9]([C:10]#[N:11])=[C:8]([OH:12])[C:7]([OH:13])=[CH:6][C:3]=1[C:4]#[N:5].[CH3:14][O:15][C:16]1[CH:21]=[CH:20][C:19](B(O)O)=[CH:18][CH:17]=1.C1CCN2C(=NCCC2)CC1. (2) Given the product [CH3:18][C:19]1[CH:36]=[CH:35][C:22]([CH2:23][O:24][C:25]([N:15]2[CH2:16][CH2:17][CH:12]([CH2:11][NH:10][C:4]3[C:3]([O:2][CH3:1])=[N:8][C:7]([CH3:9])=[CH:6][N:5]=3)[CH2:13][CH2:14]2)=[O:26])=[CH:21][CH:20]=1, predict the reactants needed to synthesize it. The reactants are: [CH3:1][O:2][C:3]1[C:4]([NH:10][CH2:11][CH:12]2[CH2:17][CH2:16][NH:15][CH2:14][CH2:13]2)=[N:5][CH:6]=[C:7]([CH3:9])[N:8]=1.[CH3:18][C:19]1[CH:36]=[CH:35][C:22]([CH2:23][O:24][C:25](=O)[O:26]N2C(=O)CCC2=O)=[CH:21][CH:20]=1.